Dataset: Reaction yield outcomes from USPTO patents with 853,638 reactions. Task: Predict the reaction yield, written as a fraction of the theoretical maximum amount of product (1.0 means a 100% yield; for example, 0.34 means a 34% yield). (1) The reactants are [Cl:1][C:2]1[S:6][C:5]([S:7]([NH:10][C:11]([NH:13][C:14]2[CH:22]=[CH:21][C:17]([C:18]([OH:20])=O)=[CH:16][CH:15]=2)=[O:12])(=[O:9])=[O:8])=[CH:4][CH:3]=1.[NH2:23][C:24]1[CH:29]=[CH:28][CH:27]=[CH:26][CH:25]=1.CCN(C(C)C)C(C)C.C1CN([P+](ON2N=NC3C=CC=CC2=3)(N2CCCC2)N2CCCC2)CC1.F[P-](F)(F)(F)(F)F. The catalyst is CN(C=O)C. The product is [Cl:1][C:2]1[S:6][C:5]([S:7]([NH:10][C:11]([NH:13][C:14]2[CH:15]=[CH:16][C:17]([C:18](=[O:20])[NH:23][C:24]3[CH:29]=[CH:28][CH:27]=[CH:26][CH:25]=3)=[CH:21][CH:22]=2)=[O:12])(=[O:8])=[O:9])=[CH:4][CH:3]=1. The yield is 0.450. (2) The reactants are [NH:1]1[C:5]([C:6]#[C:7][CH2:8][CH2:9][C:10]([O:12][CH2:13][C:14]2[CH:19]=[CH:18][CH:17]=[CH:16][CH:15]=2)=[O:11])=[CH:4][N:3]=[CH:2]1.[C:20]([O:24][C:25](O[C:25]([O:24][C:20]([CH3:23])([CH3:22])[CH3:21])=[O:26])=[O:26])([CH3:23])([CH3:22])[CH3:21].C(N(CC)CC)C.N1C=CC(N)=CC=1. The catalyst is ClCCl. The product is [CH2:13]([O:12][C:10](=[O:11])[CH2:9][CH2:8][C:7]#[C:6][C:5]1[N:1]([C:25]([O:24][C:20]([CH3:23])([CH3:22])[CH3:21])=[O:26])[CH:2]=[N:3][CH:4]=1)[C:14]1[CH:19]=[CH:18][CH:17]=[CH:16][CH:15]=1. The yield is 0.640.